From a dataset of Forward reaction prediction with 1.9M reactions from USPTO patents (1976-2016). Predict the product of the given reaction. (1) Given the reactants [CH2:1]([N:7]1[CH2:12][CH:11]2[CH:9]([C:10]2([CH3:22])[C:13]2[CH:18]=[CH:17][CH:16]=[C:15]([N+:19]([O-])=O)[CH:14]=2)[C:8]1=[O:23])[CH2:2][CH2:3][CH2:4][CH2:5][CH3:6].[Cl-].[Ca+2].[Cl-].O, predict the reaction product. The product is: [NH2:19][C:15]1[CH:14]=[C:13]([C:10]2([CH3:22])[CH:9]3[CH:11]2[CH2:12][N:7]([CH2:1][CH2:2][CH2:3][CH2:4][CH2:5][CH3:6])[C:8]3=[O:23])[CH:18]=[CH:17][CH:16]=1. (2) The product is: [Cl:30][C:12]1[C:11]2[C:6](=[C:7]([C:17]([N:19]([CH3:21])[CH3:20])=[O:18])[CH:8]=[C:9]([N+:14]([O-:16])=[O:15])[CH:10]=2)[N:5]=[CH:4][C:3]=1[C:1]#[N:2]. Given the reactants [C:1]([C:3]1[C:12](=O)[C:11]2[C:6](=[C:7]([C:17]([N:19]([CH3:21])[CH3:20])=[O:18])[CH:8]=[C:9]([N+:14]([O-:16])=[O:15])[CH:10]=2)[NH:5][CH:4]=1)#[N:2].CN(C=O)C.C(Cl)(=O)C([Cl:30])=O, predict the reaction product. (3) Given the reactants [OH:1][CH:2]([C:4]1[S:5][CH:6]=[CH:7][C:8]=1[S:9]([N:12]([CH3:27])[C:13]1[CH:14]=[CH:15][CH:16]=[C:17]2[C:21]=1[NH:20][C:19]([C:22]1[S:23][CH:24]=[CH:25][N:26]=1)=[CH:18]2)(=[O:11])=[O:10])[CH3:3].CC(OI1(OC(C)=O)(OC(C)=O)OC(=O)C2C=CC=CC1=2)=O.C(=O)([O-])O.[Na+], predict the reaction product. The product is: [C:2]([C:4]1[S:5][CH:6]=[CH:7][C:8]=1[S:9]([N:12]([CH3:27])[C:13]1[CH:14]=[CH:15][CH:16]=[C:17]2[C:21]=1[NH:20][C:19]([C:22]1[S:23][CH:24]=[CH:25][N:26]=1)=[CH:18]2)(=[O:11])=[O:10])(=[O:1])[CH3:3]. (4) Given the reactants [CH3:1][N:2]1[C:6]2[CH:7]=[C:8](B3OC(C)(C)C(C)(C)O3)[CH:9]=[CH:10][C:5]=2[N:4]=[N:3]1.Cl[C:21]1[C:25]2[CH:26]=[C:27]3[C:32](=[CH:33][C:24]=2[N:23]([C:43]([C:56]2[CH:61]=[CH:60][CH:59]=[CH:58][CH:57]=2)([C:50]2[CH:55]=[CH:54][CH:53]=[CH:52][CH:51]=2)[C:44]2[CH:49]=[CH:48][CH:47]=[CH:46][CH:45]=2)[N:22]=1)[NH:31][C:30](=[O:34])[N:29]([C@@H:35]([C:37]1[CH:42]=[CH:41][CH:40]=[CH:39][CH:38]=1)[CH3:36])[CH2:28]3.[O-]P([O-])([O-])=O.[K+].[K+].[K+], predict the reaction product. The product is: [CH3:1][N:2]1[C:6]2[CH:7]=[C:8]([C:21]3[C:25]4[CH:26]=[C:27]5[C:32](=[CH:33][C:24]=4[N:23]([C:43]([C:50]4[CH:55]=[CH:54][CH:53]=[CH:52][CH:51]=4)([C:44]4[CH:45]=[CH:46][CH:47]=[CH:48][CH:49]=4)[C:56]4[CH:61]=[CH:60][CH:59]=[CH:58][CH:57]=4)[N:22]=3)[NH:31][C:30](=[O:34])[N:29]([C@@H:35]([C:37]3[CH:38]=[CH:39][CH:40]=[CH:41][CH:42]=3)[CH3:36])[CH2:28]5)[CH:9]=[CH:10][C:5]=2[N:4]=[N:3]1. (5) Given the reactants C([O:8][C:9]1[CH:14]=[CH:13][C:12]([N:15]2[CH:19]=[C:18]([C:20]([F:23])([F:22])[F:21])[CH:17]=[N:16]2)=[CH:11][C:10]=1[CH3:24])C1C=CC=CC=1.C(O)C.[H][H], predict the reaction product. The product is: [CH3:24][C:10]1[CH:11]=[C:12]([N:15]2[CH:19]=[C:18]([C:20]([F:23])([F:22])[F:21])[CH:17]=[N:16]2)[CH:13]=[CH:14][C:9]=1[OH:8]. (6) Given the reactants [Cl:1][C:2]1[CH:33]=[CH:32][C:5]([C:6]([NH:8][C:9]2[C:10]([CH3:31])=[C:11]([CH3:30])[C:12]3[O:16][C:15]([CH3:18])([CH3:17])[CH:14]([C:19]4[CH:24]=[CH:23][C:22]([CH:25]([CH3:27])[CH3:26])=[CH:21][CH:20]=4)[C:13]=3[C:28]=2[CH3:29])=O)=[CH:4][CH:3]=1, predict the reaction product. The product is: [Cl:1][C:2]1[CH:3]=[CH:4][C:5]([CH2:6][NH:8][C:9]2[C:10]([CH3:31])=[C:11]([CH3:30])[C:12]3[O:16][C:15]([CH3:17])([CH3:18])[CH:14]([C:19]4[CH:24]=[CH:23][C:22]([CH:25]([CH3:26])[CH3:27])=[CH:21][CH:20]=4)[C:13]=3[C:28]=2[CH3:29])=[CH:32][CH:33]=1.